Predict the reaction yield, written as a fraction of the theoretical maximum amount of product (1.0 means a 100% yield; for example, 0.34 means a 34% yield). From a dataset of Reaction yield outcomes from USPTO patents with 853,638 reactions. (1) The reactants are [CH3:1][O:2][C:3]([C:5]1[CH:15]=[C:14]([OH:16])[C:8]2[CH2:9][C:10]([CH3:13])([CH3:12])[O:11][C:7]=2[CH:6]=1)=[O:4].C([O-])([O-])=O.[K+].[K+].[CH2:23](Br)[C:24]1[CH:29]=[CH:28][CH:27]=[CH:26][CH:25]=1. The catalyst is CN(C=O)C. The product is [CH3:1][O:2][C:3]([C:5]1[CH:15]=[C:14]([O:16][CH2:23][C:24]2[CH:29]=[CH:28][CH:27]=[CH:26][CH:25]=2)[C:8]2[CH2:9][C:10]([CH3:13])([CH3:12])[O:11][C:7]=2[CH:6]=1)=[O:4]. The yield is 0.980. (2) The reactants are [Cl:1][C:2]1[C:3]([O:12][C:13]2[CH:18]=[C:17]([O:19][C:20]3[N:25]=[CH:24][CH:23]=[CH:22][N:21]=3)[CH:16]=[CH:15][C:14]=2/[CH:26]=[CH:27]/[C:28]([O:30]CC)=[O:29])=[N:4][CH:5]=[C:6]([C:8]([F:11])([F:10])[F:9])[CH:7]=1.[OH-].[Na+].O1CCCC1. The catalyst is C(O)C. The product is [Cl:1][C:2]1[C:3]([O:12][C:13]2[CH:18]=[C:17]([O:19][C:20]3[N:21]=[CH:22][CH:23]=[CH:24][N:25]=3)[CH:16]=[CH:15][C:14]=2/[CH:26]=[CH:27]/[C:28]([OH:30])=[O:29])=[N:4][CH:5]=[C:6]([C:8]([F:11])([F:10])[F:9])[CH:7]=1. The yield is 0.540. (3) The reactants are [C:1](=[O:22])(OC1C=CC([N+]([O-])=O)=CC=1)[O:2][CH2:3][CH2:4][N:5]1[CH2:10][CH2:9][N:8]([CH3:11])[CH2:7][CH2:6]1.CCN(C(C)C)C(C)C.[CH2:32]1[C:40]2[C:35](=[CH:36][CH:37]=[CH:38][CH:39]=2)[CH2:34][NH:33]1. The catalyst is CN(C=O)C. The product is [CH2:32]1[C:40]2[C:35](=[CH:36][CH:37]=[CH:38][CH:39]=2)[CH2:34][N:33]1[C:1]([O:2][CH2:3][CH2:4][N:5]1[CH2:6][CH2:7][N:8]([CH3:11])[CH2:9][CH2:10]1)=[O:22]. The yield is 0.383. (4) The reactants are CS(C)=O.C(Cl)(=O)[C:6](Cl)=[O:7].[F:11][C:12]1[CH:13]=[C:14]([CH:18](O)[CH2:19]C)[CH:15]=[CH:16][CH:17]=1.CCN(CC)CC. The catalyst is O.C(Cl)Cl. The product is [F:11][C:12]1[CH:13]=[C:14]([CH:18]([CH3:19])[CH:6]=[O:7])[CH:15]=[CH:16][CH:17]=1. The yield is 0.720. (5) The reactants are [F:1][C:2]1[CH:7]=[C:6](I)[CH:5]=[CH:4][C:3]=1[N:9]1[CH:14]=[C:13]([O:15][CH3:16])[C:12](=[O:17])[C:11]([C:18]2[N:22]([C:23]3[CH:28]=[CH:27][CH:26]=[CH:25][CH:24]=3)[N:21]=[CH:20][CH:19]=2)=[N:10]1.Cl.[F:30][C:31]1([F:37])[CH2:36][CH2:35][CH2:34][NH:33][CH2:32]1.O(C(C)(C)C)[Na].CC1(C)C2C(=C(P(C3C=CC=CC=3)C3C=CC=CC=3)C=CC=2)OC2C(P(C3C=CC=CC=3)C3C=CC=CC=3)=CC=CC1=2. The catalyst is O1CCOCC1.C([O-])(O)=O.[Na+].C1C=CC(/C=C/C(/C=C/C2C=CC=CC=2)=O)=CC=1.C1C=CC(/C=C/C(/C=C/C2C=CC=CC=2)=O)=CC=1.C1C=CC(/C=C/C(/C=C/C2C=CC=CC=2)=O)=CC=1.[Pd].[Pd]. The product is [F:30][C:31]1([F:37])[CH2:36][CH2:35][CH2:34][N:33]([C:6]2[CH:5]=[CH:4][C:3]([N:9]3[CH:14]=[C:13]([O:15][CH3:16])[C:12](=[O:17])[C:11]([C:18]4[N:22]([C:23]5[CH:28]=[CH:27][CH:26]=[CH:25][CH:24]=5)[N:21]=[CH:20][CH:19]=4)=[N:10]3)=[C:2]([F:1])[CH:7]=2)[CH2:32]1. The yield is 0.550. (6) The reactants are [CH2:1]([N:6]1[CH:10]([C:11]2[CH:16]=[CH:15][CH:14]=[CH:13][CH:12]=2)[CH2:9][C:8]([C:17]([O:19]CC)=[O:18])=[N:7]1)[CH2:2][CH2:3][CH2:4][CH3:5].O.[OH-].[Li+].Cl. The catalyst is O1CCCC1.C(OCC)C. The product is [CH2:1]([N:6]1[CH:10]([C:11]2[CH:16]=[CH:15][CH:14]=[CH:13][CH:12]=2)[CH2:9][C:8]([C:17]([OH:19])=[O:18])=[N:7]1)[CH2:2][CH2:3][CH2:4][CH3:5]. The yield is 0.740.